From a dataset of Peptide-MHC class I binding affinity with 185,985 pairs from IEDB/IMGT. Regression. Given a peptide amino acid sequence and an MHC pseudo amino acid sequence, predict their binding affinity value. This is MHC class I binding data. (1) The peptide sequence is AYAAQGYKVL. The binding affinity (normalized) is 0. The MHC is Patr-A0901 with pseudo-sequence Patr-A0901. (2) The peptide sequence is ALFDRPAFK. The MHC is HLA-B46:01 with pseudo-sequence HLA-B46:01. The binding affinity (normalized) is 0.0847. (3) The binding affinity (normalized) is 0.710. The MHC is HLA-B39:01 with pseudo-sequence HLA-B39:01. The peptide sequence is SRGDRGLIL. (4) The peptide sequence is SSSANLSGI. The MHC is H-2-Db with pseudo-sequence H-2-Db. The binding affinity (normalized) is 0.0641. (5) The peptide sequence is GYNFSLGAA. The MHC is H-2-Kb with pseudo-sequence H-2-Kb. The binding affinity (normalized) is 0.0926. (6) The peptide sequence is FRAPNTREL. The MHC is HLA-B58:01 with pseudo-sequence HLA-B58:01. The binding affinity (normalized) is 0.0847.